From a dataset of Reaction yield outcomes from USPTO patents with 853,638 reactions. Predict the reaction yield, written as a fraction of the theoretical maximum amount of product (1.0 means a 100% yield; for example, 0.34 means a 34% yield). (1) The reactants are [Cl:1][C:2]1[N:3]=[N:4][C:5](Cl)=[CH:6][CH:7]=1.[CH3:9][N:10]1[CH:14]=[C:13](B2OC(C)(C)C(C)(C)O2)[CH:12]=[N:11]1.C([O-])([O-])=O.[K+].[K+]. The catalyst is O1CCOCC1.O.C1C=CC([PH+]([C]2[CH][CH][CH][CH]2)C2C=CC=CC=2)=CC=1.C1C=CC([PH+]([C]2[CH][CH][CH][CH]2)C2C=CC=CC=2)=CC=1.C(Cl)Cl.Cl[Pd]Cl.[Fe]. The product is [Cl:1][C:2]1[N:3]=[N:4][C:5]([C:13]2[CH:12]=[N:11][N:10]([CH3:9])[CH:14]=2)=[CH:6][CH:7]=1. The yield is 0.760. (2) The reactants are [OH:1][NH:2][C:3](=[O:21])[CH2:4][CH2:5][C:6]1[CH:11]=[CH:10][C:9]([CH:12]=[CH:13][CH2:14][C:15]2[CH:20]=[CH:19][CH:18]=[CH:17][CH:16]=2)=[CH:8][CH:7]=1.ONC(=O)CCC1C=CC(CC=CC2C=CC=CC=2)=CC=1.C1(CC=CC2C=CC(C(O)=O)=CC=2)C=CC=CC=1.C1(C=CCC2C=CC(C(O)=O)=CC=2)C=CC=CC=1. No catalyst specified. The product is [OH:1][NH:2][C:3](=[O:21])[CH2:4][CH2:5][C:6]1[CH:11]=[CH:10][C:9]([CH2:12][CH2:13][CH2:14][C:15]2[CH:16]=[CH:17][CH:18]=[CH:19][CH:20]=2)=[CH:8][CH:7]=1. The yield is 0.990. (3) The yield is 0.420. The reactants are [C:1]([C:5]1[CH:6]=[C:7]([C:11]2([NH2:30])[CH2:19][CH2:18][C:17]3[C:13](=[CH:14][N:15]([S:20]([C:23]4[CH:28]=[CH:27][C:26]([CH3:29])=[CH:25][CH:24]=4)(=[O:22])=[O:21])[N:16]=3)[CH2:12]2)[CH:8]=[CH:9][CH:10]=1)([CH3:4])([CH3:3])[CH3:2].[F:31][C:32]1[CH:33]=[C:34]([CH2:39][CH2:40][CH:41]2[CH2:43][O:42]2)[CH:35]=[C:36]([F:38])[CH:37]=1. The catalyst is C(O)(C)C. The product is [C:1]([C:5]1[CH:6]=[C:7]([C:11]2([NH:30][CH2:43][CH:41]([OH:42])[CH2:40][CH2:39][C:34]3[CH:35]=[C:36]([F:38])[CH:37]=[C:32]([F:31])[CH:33]=3)[CH2:19][CH2:18][C:17]3[C:13](=[CH:14][N:15]([S:20]([C:23]4[CH:28]=[CH:27][C:26]([CH3:29])=[CH:25][CH:24]=4)(=[O:22])=[O:21])[N:16]=3)[CH2:12]2)[CH:8]=[CH:9][CH:10]=1)([CH3:4])([CH3:3])[CH3:2].